The task is: Predict the reactants needed to synthesize the given product.. This data is from Retrosynthesis with 50K atom-mapped reactions and 10 reaction types from USPTO. (1) The reactants are: CN1CCC(COc2cccc(NC(=O)OC(C)(C)C)c2)CC1. Given the product CN1CCC(COc2cccc(N)c2)CC1, predict the reactants needed to synthesize it. (2) Given the product COc1cc(N(C)CC(=O)OC(C)(C)C)ccc1N, predict the reactants needed to synthesize it. The reactants are: COc1cc(N(C)CC(=O)OC(C)(C)C)ccc1[N+](=O)[O-]. (3) Given the product CC(NC(c1ccc(Cl)cc1)c1cccc(N)c1)c1ccc(F)c(F)c1F, predict the reactants needed to synthesize it. The reactants are: CC(NC(c1ccc(Cl)cc1)c1cccc([N+](=O)[O-])c1)c1ccc(F)c(F)c1F.